This data is from Reaction yield outcomes from USPTO patents with 853,638 reactions. The task is: Predict the reaction yield, written as a fraction of the theoretical maximum amount of product (1.0 means a 100% yield; for example, 0.34 means a 34% yield). (1) The reactants are [CH:1]1([CH2:6][C:7]2[CH:12]=[CH:11][C:10]([O:13][CH3:14])=[CH:9][C:8]=2OS(C(F)(F)F)(=O)=O)[CH2:5][CH:4]=[CH:3][CH2:2]1.C(N(CC)CC)C.C1(P(C2C=CC=CC=2)CCCP(C2C=CC=CC=2)C2C=CC=CC=2)C=CC=CC=1. The catalyst is CN(C=O)C.[Cl-].[Na+].O.C([O-])(=O)C.[Pd+2].C([O-])(=O)C. The product is [CH3:14][O:13][C:10]1[CH:11]=[CH:12][C:7]2[CH2:6][CH:1]3[CH2:5][CH:4]([CH:3]=[CH:2]3)[C:8]=2[CH:9]=1. The yield is 0.950. (2) The reactants are C[Si]([N-][Si](C)(C)C)(C)C.[Na+].C(OC([N:18]1[C:22]([NH2:23])=[CH:21][C:20]([CH2:24][CH2:25][C:26]2[CH:31]=[C:30]([O:32][CH3:33])[CH:29]=[C:28]([O:34][CH3:35])[CH:27]=2)=[N:19]1)=O)(C)(C)C.[NH2:36][CH:37]([CH3:49])[CH2:38][C:39]1[CH:48]=[CH:47][C:42]([C:43](OC)=[O:44])=[CH:41][CH:40]=1. The catalyst is C1COCC1. The product is [NH2:36][CH:37]([CH3:49])[CH2:38][C:39]1[CH:48]=[CH:47][C:42]([C:43]([NH:23][C:22]2[CH:21]=[C:20]([CH2:24][CH2:25][C:26]3[CH:27]=[C:28]([O:34][CH3:35])[CH:29]=[C:30]([O:32][CH3:33])[CH:31]=3)[NH:19][N:18]=2)=[O:44])=[CH:41][CH:40]=1. The yield is 0.0400. (3) The reactants are [H-].[Na+].[F:3][C:4]1[CH:5]=[C:6](/[CH:11]=[CH:12]/[C:13]([N:15]2[CH2:20][CH2:19][CH:18]([CH:21]=[O:22])[CH2:17][CH2:16]2)=[O:14])[CH:7]=[C:8]([F:10])[CH:9]=1.[CH3:23]S(C)=O. No catalyst specified. The product is [F:10][C:8]1[CH:7]=[C:6](/[CH:11]=[CH:12]/[C:13]([N:15]2[CH2:16][CH2:17][CH:18]([CH:21]3[CH2:23][O:22]3)[CH2:19][CH2:20]2)=[O:14])[CH:5]=[C:4]([F:3])[CH:9]=1. The yield is 0.580. (4) The reactants are [F:1][C:2]1[CH:3]=[C:4]([CH:17]=[C:18]([F:31])[C:19]=1[O:20][C:21]1[CH:22]=[N:23][C:24]([C:27]([F:30])([F:29])[F:28])=[N:25][CH:26]=1)[CH2:5][CH2:6][O:7][C:8]1[NH:9][CH:10]=[C:11]([CH2:15][CH3:16])[C:12](=[O:14])[N:13]=1.[CH3:32]CN(C(C)C)C(C)C.CI. The catalyst is C(Cl)Cl. The product is [F:31][C:18]1[CH:17]=[C:4]([CH:3]=[C:2]([F:1])[C:19]=1[O:20][C:21]1[CH:26]=[N:25][C:24]([C:27]([F:29])([F:30])[F:28])=[N:23][CH:22]=1)[CH2:5][CH2:6][O:7][C:8]1[N:9]([CH3:32])[CH:10]=[C:11]([CH2:15][CH3:16])[C:12](=[O:14])[N:13]=1. The yield is 0.388. (5) The reactants are [NH:1]1[CH2:8][CH2:7][CH2:6][C@@H:2]1[C:3]([OH:5])=[O:4].[C:9](Cl)(=[O:13])[C:10]([CH3:12])=[CH2:11]. The catalyst is [OH-].[Na+].CC(C)=O. The product is [C:9]([N:1]1[CH2:8][CH2:7][CH2:6][C@@H:2]1[C:3]([OH:5])=[O:4])(=[O:13])[C:10]([CH3:12])=[CH2:11]. The yield is 0.680.